This data is from Forward reaction prediction with 1.9M reactions from USPTO patents (1976-2016). The task is: Predict the product of the given reaction. (1) The product is: [CH3:10][C:9]1[C:8]2[CH:11]=[CH:12][CH:13]=[CH:14][C:7]=2[O:6][C:5]=1[C:3](=[O:4])[CH2:2][O:21][C:15]1[CH:20]=[CH:19][CH:18]=[CH:17][CH:16]=1. Given the reactants Br[CH2:2][C:3]([C:5]1[O:6][C:7]2[CH:14]=[CH:13][CH:12]=[CH:11][C:8]=2[C:9]=1[CH3:10])=[O:4].[C:15]1([OH:21])[CH:20]=[CH:19][CH:18]=[CH:17][CH:16]=1.C(=O)([O-])[O-].[K+].[K+].[Cl-].[NH4+], predict the reaction product. (2) The product is: [F:40][C:37]1[CH:38]=[CH:39][C:34]([CH2:33][CH2:32][S:31][CH:21]([CH2:22][C:23]2[CH:24]=[CH:25][C:26]([CH2:29][O:13][C:12](=[O:14])[CH:11]([C:8]3[CH:7]=[CH:6][C:5]([CH2:1][CH:2]([CH3:4])[CH3:3])=[CH:10][CH:9]=3)[CH3:15])=[CH:27][CH:28]=2)[C:20]([OH:41])=[O:19])=[CH:35][CH:36]=1. Given the reactants [CH2:1]([C:5]1[CH:10]=[CH:9][C:8]([CH:11]([CH3:15])[C:12]([OH:14])=[O:13])=[CH:7][CH:6]=1)[CH:2]([CH3:4])[CH3:3].ClC(Cl)(Cl)C[O:19][C:20](=[O:41])[CH:21]([S:31][CH2:32][CH2:33][C:34]1[CH:39]=[CH:38][C:37]([F:40])=[CH:36][CH:35]=1)[CH2:22][C:23]1[CH:28]=[CH:27][C:26]([CH2:29]O)=[CH:25][CH:24]=1, predict the reaction product. (3) Given the reactants CC1C=C(C)C=C(C)C=1C(P(=O)(C(=O)[C:14]1[C:19]([CH3:20])=[CH:18][C:17]([CH3:21])=[CH:16][C:15]=1[CH3:22])C1C=CC=CC=1)=O.OCCO[C:35]1[CH:40]=[CH:39][C:38]([C:41](=[O:46])[C:42](O)([CH3:44])C)=[CH:37][CH:36]=1.OC(C)(C)C(C1C=CC(CC2C=CC(C(=O)C(O)(C)C)=CC=2)=CC=1)=O.C(C1C2C(=O)C3C(=CC=CC=3)SC=2C=CC=1)(C)C.OC1(C2C=CC=CC=2C(C2C=CC=CC=2C2(O)CCCCC2)=O)CCCCC1.C(C1C=CC=CC=1)(=O)C1C=CC=CC=1.CC1C=C(C)C=C(C)C=1C(C1C=CC=CC=1)=O.CC1C=CC(C(C2C=CC=CC=2)=O)=CC=1.C1(P(=O)(C2C=CC=CC=2)C(=O)C2C(C)=CC(C)=CC=2C)C=CC=CC=1.C([O:191][P:192](C(=O)C1C(C)=CC(C)=CC=1C)(C1C=CC=CC=1)=[O:193])C.OC(C)(C)C(C1C=CC=CC=1)=O.O=O.C(OC(=O)C1C=CC(N(C)C)=CC=1)C.C(C(CCCC)COC(=O)C1C=CC(N(C)C)=CC=1)C, predict the reaction product. The product is: [CH3:22][C:15]1[CH:16]=[C:17]([CH3:21])[CH:18]=[C:19]([CH3:20])[C:14]=1[PH:192](=[O:191])[O:193][CH2:44][CH2:42][C:41](=[O:46])[C:38]1[CH:37]=[CH:36][CH:35]=[CH:40][CH:39]=1. (4) Given the reactants P(Br)(Br)[Br:2].O[CH2:6][C:7]1[S:8][C:9]2[C:15]([C:16]3[CH:17]=[C:18]([CH:24]=[CH:25][CH:26]=3)[C:19]([O:21][CH2:22][CH3:23])=[O:20])=[CH:14][CH:13]=[CH:12][C:10]=2[CH:11]=1, predict the reaction product. The product is: [Br:2][CH2:6][C:7]1[S:8][C:9]2[C:15]([C:16]3[CH:17]=[C:18]([CH:24]=[CH:25][CH:26]=3)[C:19]([O:21][CH2:22][CH3:23])=[O:20])=[CH:14][CH:13]=[CH:12][C:10]=2[CH:11]=1. (5) The product is: [O:44]=[C:17]1[C:16](=[CH:15][NH:62][C:59]2[CH:58]=[CH:57][C:56]([CH2:55][N:50]3[CH2:54][CH2:53][CH2:52][CH2:51]3)=[CH:61][CH:60]=2)[C:24]2[C:19](=[CH:20][C:21]([C:25]([C:27]3[CH:28]=[C:29]([NH:33][C:34]([C:36]4[C:40]([Cl:41])=[CH:39][N:38]([CH2:42][CH3:43])[N:37]=4)=[O:35])[CH:30]=[CH:31][CH:32]=3)=[O:26])=[CH:22][CH:23]=2)[NH:18]1. Given the reactants CN1CCN(C2C=CC(N[CH:15]=[C:16]3[C:24]4[C:19](=[CH:20][C:21]([C:25]([C:27]5[CH:28]=[C:29]([NH:33][C:34]([C:36]6[C:40]([Cl:41])=[CH:39][N:38]([CH2:42][CH3:43])[N:37]=6)=[O:35])[CH:30]=[CH:31][CH:32]=5)=[O:26])=[CH:22][CH:23]=4)[NH:18][C:17]3=[O:44])=CC=2)CC1.C1COCC1.[N:50]1([CH2:55][C:56]2[CH:61]=[CH:60][C:59]([NH2:62])=[CH:58][CH:57]=2)[CH2:54][CH2:53][CH2:52][CH2:51]1, predict the reaction product.